Dataset: Forward reaction prediction with 1.9M reactions from USPTO patents (1976-2016). Task: Predict the product of the given reaction. Given the reactants [SH2:1].[C:2]([Si:6]([CH3:21])([CH3:20])[O:7][CH2:8][CH2:9][CH2:10][O:11][C:12]1[CH:19]=[CH:18][C:15]([C:16]#[N:17])=[CH:14][N:13]=1)([CH3:5])([CH3:4])[CH3:3].C(NCC)C.Cl[CH:28]1[CH2:33][CH2:32][CH2:31][CH2:30][C:29]1=O, predict the reaction product. The product is: [C:2]([Si:6]([CH3:21])([CH3:20])[O:7][CH2:8][CH2:9][CH2:10][O:11][C:12]1[N:13]=[CH:14][C:15]([C:16]2[S:1][C:28]3[CH2:33][CH2:32][CH2:31][CH2:30][C:29]=3[N:17]=2)=[CH:18][CH:19]=1)([CH3:3])([CH3:5])[CH3:4].